This data is from Forward reaction prediction with 1.9M reactions from USPTO patents (1976-2016). The task is: Predict the product of the given reaction. The product is: [S:1]1[C:5]([C:6]2[CH:14]=[C:13]([N+:15]([O-:17])=[O:16])[CH:12]=[C:8]3[C:7]=2[NH:24][N:23]=[C:9]3[OH:10])=[CH:4][C:3]2[CH:19]=[CH:20][CH:21]=[CH:22][C:2]1=2. Given the reactants [S:1]1[C:5]([C:6]2[C:7](Cl)=[C:8]([CH:12]=[C:13]([N+:15]([O-:17])=[O:16])[CH:14]=2)[C:9](O)=[O:10])=[CH:4][C:3]2[CH:19]=[CH:20][CH:21]=[CH:22][C:2]1=2.[NH2:23][NH2:24], predict the reaction product.